This data is from Forward reaction prediction with 1.9M reactions from USPTO patents (1976-2016). The task is: Predict the product of the given reaction. (1) Given the reactants [CH3:1][O:2][C:3](=[O:30])[CH2:4][CH2:5][C:6]1[N:7]=[CH:8][N:9](C(C2C=CC=CC=2)(C2C=CC=CC=2)C2C=CC=CC=2)[CH:10]=1.[Br:31][C:32]1[CH:39]=[CH:38][CH:37]=[CH:36][C:33]=1[CH2:34]Br, predict the reaction product. The product is: [CH3:1][O:2][C:3](=[O:30])[CH2:4][CH2:5][C:6]1[N:7]([CH2:34][C:33]2[CH:36]=[CH:37][CH:38]=[CH:39][C:32]=2[Br:31])[CH:8]=[N:9][CH:10]=1. (2) Given the reactants [CH2:1]([O:8][N:9]1[C:15](=[O:16])[N:14]2[CH2:17][C@H:10]1[CH2:11][CH2:12][C@H:13]2[C:18]([OH:20])=O)[C:2]1[CH:7]=[CH:6][CH:5]=[CH:4][CH:3]=1.[NH2:21][O:22][C@H:23]1[CH2:27][CH2:26][N:25]([C:28]([O:30][C:31]([CH3:34])([CH3:33])[CH3:32])=[O:29])[CH2:24]1, predict the reaction product. The product is: [CH2:1]([O:8][N:9]1[C:15](=[O:16])[N:14]2[CH2:17][C@H:10]1[CH2:11][CH2:12][C@H:13]2[C:18]([NH:21][O:22][C@H:23]1[CH2:27][CH2:26][N:25]([C:28]([O:30][C:31]([CH3:34])([CH3:33])[CH3:32])=[O:29])[CH2:24]1)=[O:20])[C:2]1[CH:3]=[CH:4][CH:5]=[CH:6][CH:7]=1. (3) Given the reactants [NH2:1][C:2]1[NH:3][C:4]2[CH:10]=[CH:9][CH:8]=[CH:7][C:5]=2[N:6]=1.[F:11][C:12]1[CH:19]=[CH:18][C:15]([CH2:16]Br)=[CH:14][CH:13]=1, predict the reaction product. The product is: [F:11][C:12]1[CH:19]=[CH:18][C:15]([CH2:16][N:3]2[C:4]3[CH:10]=[CH:9][CH:8]=[CH:7][C:5]=3[N:6]([CH2:16][C:15]3[CH:18]=[CH:19][C:12]([F:11])=[CH:13][CH:14]=3)[C:2]2=[NH:1])=[CH:14][CH:13]=1. (4) Given the reactants O=[C:2]1[CH2:7][CH2:6][N:5]([C:8]([O:10][C:11]([CH3:14])([CH3:13])[CH3:12])=[O:9])[CH2:4][CH2:3]1.C(O[BH-](OC(=O)C)OC(=O)C)(=O)C.[Na+].C(O)(=O)C.[NH2:33][C:34]1[CH:42]=[CH:41][C:37]([C:38]([NH2:40])=[O:39])=[CH:36][CH:35]=1.[OH-].[Na+], predict the reaction product. The product is: [NH2:40][C:38]([C:37]1[CH:41]=[CH:42][C:34]([NH:33][CH:2]2[CH2:7][CH2:6][N:5]([C:8]([O:10][C:11]([CH3:14])([CH3:13])[CH3:12])=[O:9])[CH2:4][CH2:3]2)=[CH:35][CH:36]=1)=[O:39]. (5) Given the reactants [Br-].C1(C[N+]2(CC([C:23]3[C:24](=[O:33])[O:25][C:26]4[C:31]([CH:32]=3)=[CH:30][CH:29]=[CH:28][CH:27]=4)=O)C=CC(C3C=C[NH+]=CC=3)=CC2)C=CC(C[N+]2C=CC(C3C=C[N+](CC(=O)[C:23]4[C:24](=[O:33])[O:25][C:26]5[C:31]([CH:32]=4)=[CH:30][CH:29]=[CH:28][CH:27]=5)=CC=3)=CC=2)=CC=1.[Br-].[Br-].[Br-].BrCC(C1C(=O)OC2C(C=1)=CC=CC=2)=O, predict the reaction product. The product is: [O:25]1[C:26]2[C:31](=[CH:30][CH:29]=[CH:28][CH:27]=2)[CH:32]=[CH:23][C:24]1=[O:33].